This data is from Forward reaction prediction with 1.9M reactions from USPTO patents (1976-2016). The task is: Predict the product of the given reaction. (1) Given the reactants [CH2:1]([O:3][P:4]([C:9]([F:39])=[CH:10][CH:11]1[CH:18]2[CH:14]([O:15]C(C)(C)[O:17]2)[CH:13]([N:21]2[CH:29]=[N:28][C:27]3[C:22]2=[N:23][CH:24]=[N:25][C:26]=3[NH:30][C:31](=[O:38])[C:32]2[CH:37]=[CH:36][CH:35]=[CH:34][CH:33]=2)[O:12]1)(=[O:8])[O:5][CH2:6][CH3:7])[CH3:2].C(OP(C=CC1C(O)C(O)C(N2C3N=CN=C(NC(=O)C4C=CC=CC=4)C=3N=N2)O1)(=O)OCC)C, predict the reaction product. The product is: [CH2:6]([O:5][P:4]([C:9]([F:39])=[CH:10][CH:11]1[CH:18]([OH:17])[CH:14]([OH:15])[CH:13]([N:21]2[CH:29]=[N:28][C:27]3[C:22]2=[N:23][CH:24]=[N:25][C:26]=3[NH:30][C:31](=[O:38])[C:32]2[CH:33]=[CH:34][CH:35]=[CH:36][CH:37]=2)[O:12]1)(=[O:8])[O:3][CH2:1][CH3:2])[CH3:7]. (2) Given the reactants [CH2:1]([S:8](Cl)(=[O:10])=[O:9])[C:2]1[CH:7]=[CH:6][CH:5]=[CH:4][CH:3]=1.CCN(C(C)C)C(C)C.Cl.[NH2:22][CH:23]([CH:39]([CH3:41])[CH3:40])[C:24]([N:26]1[CH2:31][CH2:30][CH:29]([C:32]2[CH:37]=[CH:36][C:35]([Cl:38])=[CH:34][CH:33]=2)[CH2:28][CH2:27]1)=[O:25], predict the reaction product. The product is: [Cl:38][C:35]1[CH:36]=[CH:37][C:32]([CH:29]2[CH2:28][CH2:27][N:26]([C:24](=[O:25])[CH:23]([NH:22][S:8]([CH2:1][C:2]3[CH:7]=[CH:6][CH:5]=[CH:4][CH:3]=3)(=[O:10])=[O:9])[CH:39]([CH3:41])[CH3:40])[CH2:31][CH2:30]2)=[CH:33][CH:34]=1. (3) Given the reactants [N:1]1[C:10]2[C:5](=[CH:6][C:7]([CH2:11][N:12]3[C:16]4=[N:17][C:18]([C:21]5[CH:22]=[N:23][N:24]([CH:26]6[CH2:31][CH2:30][N:29](C(OC(C)(C)C)=O)[CH2:28][CH2:27]6)[CH:25]=5)=[CH:19][CH:20]=[C:15]4[N:14]=[N:13]3)=[CH:8][CH:9]=2)[CH:4]=[CH:3][CH:2]=1.C(O)(C(F)(F)F)=O.[OH-].[Na+], predict the reaction product. The product is: [NH:29]1[CH2:28][CH2:27][CH:26]([N:24]2[CH:25]=[C:21]([C:18]3[N:17]=[C:16]4[N:12]([CH2:11][C:7]5[CH:6]=[C:5]6[C:10](=[CH:9][CH:8]=5)[N:1]=[CH:2][CH:3]=[CH:4]6)[N:13]=[N:14][C:15]4=[CH:20][CH:19]=3)[CH:22]=[N:23]2)[CH2:31][CH2:30]1. (4) Given the reactants [OH:1][CH:2]([C:14]([OH:16])=[O:15])[NH:3][C:4]([O:6][CH2:7][C:8]1[CH:13]=[CH:12][CH:11]=[CH:10][CH:9]=1)=[O:5].S(Cl)(Cl)=O, predict the reaction product. The product is: [CH:8]([O:15][C:14](=[O:16])[CH:2]([O:1][CH:11]([CH3:12])[CH3:10])[NH:3][C:4]([O:6][CH2:7][C:8]1[CH:9]=[CH:10][CH:11]=[CH:12][CH:13]=1)=[O:5])([CH3:9])[CH3:7]. (5) The product is: [C:3]([CH:5]([CH2:9][C:10]1[C:11]([Cl:17])=[CH:12][CH:13]=[CH:14][C:15]=1[Cl:16])[C:6]([OH:8])=[O:7])#[N:4]. Given the reactants [BH4-].[Na+].[C:3]([C:5](=[CH:9][C:10]1[C:15]([Cl:16])=[CH:14][CH:13]=[CH:12][C:11]=1[Cl:17])[C:6]([OH:8])=[O:7])#[N:4], predict the reaction product. (6) Given the reactants O.[NH:2]1[C:6]([C:7]([OH:9])=[O:8])=[CH:5][C:4]([C:10]([OH:12])=O)=[N:3]1.[NH2:13][C@@H:14]([CH3:30])[CH2:15][N:16]1[CH:20]=[CH:19][C:18]([C:21]2[CH:28]=[CH:27][C:24]([C:25]#[N:26])=[C:23]([Cl:29])[CH:22]=2)=[N:17]1, predict the reaction product. The product is: [Cl:29][C:23]1[CH:22]=[C:21]([C:18]2[CH:19]=[CH:20][N:16]([CH2:15][C@@H:14]([NH:13][C:10]([C:4]3[NH:3][N:2]=[C:6]([C:7]([OH:9])=[O:8])[CH:5]=3)=[O:12])[CH3:30])[N:17]=2)[CH:28]=[CH:27][C:24]=1[C:25]#[N:26].